This data is from Experimentally validated miRNA-target interactions with 360,000+ pairs, plus equal number of negative samples. The task is: Binary Classification. Given a miRNA mature sequence and a target amino acid sequence, predict their likelihood of interaction. (1) The miRNA is hsa-miR-609 with sequence AGGGUGUUUCUCUCAUCUCU. The protein sequence of the target gene is MYRYLGEALLLSRAGPAALGSASADSAALLGWARGQPAAAPQPGLALAARRHYSEAVADREDDPNFFKMVEGFFDRGASIVEDKLVEDLRTRESEEQKRNRVRGILRIIKPCNHVLSLSFPIRRDDGSWEVIEGYRAQHSQHRTPCKGGIRYSTDVSVDEVKALASLMTYKCAVVDVPFGGAKAGVKINPKNYTDNELEKITRRFTMELAKKGFIGPGIDVPAPDMSTGEREMSWIADTYASTIGHYDINAHACVTGKPISQGGIHGRISATGRGVFHGIENFINEASYMSILGMTPGFG.... Result: 1 (interaction). (2) The miRNA is hsa-miR-122-5p with sequence UGGAGUGUGACAAUGGUGUUUG. The protein sequence of the target gene is MEDSQDLNEQSVKKTCTESDVSQSQNSRSMEMQDLASPHTLVGGGDTPGSSKLEKSNLSSTSVTTNGTGGENMTVLNTADWLLSCNTPSSATMSLLAVKTEPLNSSETTATTGDGALDTFTGSVITSSGYSPRSAHQYSPQLYPSKPYPHILSTPAAQTMSAYAGQTQYSGMQQPAVYTAYSQTGQPYSLPTYDLGVMLPAIKTESGLSQTQSPLQSGCLSYSPGFSTPQPGQTPYSYQMPGSSFAPSSTIYANNSVSNSTNFSGSQQDYPSYTAFGQNQYAQYYSASTYGAYMTSNNTA.... Result: 1 (interaction). (3) The miRNA is hsa-miR-4655-3p with sequence ACCCUCGUCAGGUCCCCGGGG. The protein sequence of the target gene is MVTEQEVDAIGQTLVDPKQPLQARFRALFTLRGLGGPGAIAWISQAFDDDSALLKHELAYCLGQMQDARAIPMLVDVLQDTRQEPMVRHEAGEALGAIGDPEVLEILKQYSSDPVIEVAETCQLAVRRLEWLQQHGGEPAAGPYLSVDPAPPAEERDVGRLREALLDESRPLFERYRAMFALRNAGGEEAALALAEGLHCGSALFRHEVGYVLGQLQHEAAVPQLAAALARCTENPMVRHECAEALGAIARPACLAALQAHADDPERVVRESCEVALDMYEHETGRAFQYADGLEQLRGA.... Result: 1 (interaction).